Dataset: Reaction yield outcomes from USPTO patents with 853,638 reactions. Task: Predict the reaction yield, written as a fraction of the theoretical maximum amount of product (1.0 means a 100% yield; for example, 0.34 means a 34% yield). The reactants are [C:1]([O:5][C:6]([N:8]1[CH2:13][CH2:12][CH:11]([N:14]=[C:15]=[S:16])[CH2:10][CH2:9]1)=[O:7])([CH3:4])([CH3:3])[CH3:2].[N:17]#[C:18][NH2:19].CC(C)([O-])C.[K+].Br[CH2:27][C:28]([C:30]1[CH:35]=[CH:34][CH:33]=[C:32]([F:36])[CH:31]=1)=[O:29]. The catalyst is C(O)(C)(C)C.C(#N)C. The product is [C:1]([O:5][C:6]([N:8]1[CH2:9][CH2:10][CH:11]([NH:14][C:15]2[S:16][C:27]([C:28](=[O:29])[C:30]3[CH:35]=[CH:34][CH:33]=[C:32]([F:36])[CH:31]=3)=[C:18]([NH2:19])[N:17]=2)[CH2:12][CH2:13]1)=[O:7])([CH3:4])([CH3:2])[CH3:3]. The yield is 0.570.